This data is from NCI-60 drug combinations with 297,098 pairs across 59 cell lines. The task is: Regression. Given two drug SMILES strings and cell line genomic features, predict the synergy score measuring deviation from expected non-interaction effect. (1) Drug 1: CNC(=O)C1=CC=CC=C1SC2=CC3=C(C=C2)C(=NN3)C=CC4=CC=CC=N4. Drug 2: CS(=O)(=O)OCCCCOS(=O)(=O)C. Cell line: SK-OV-3. Synergy scores: CSS=-5.86, Synergy_ZIP=0.512, Synergy_Bliss=-3.66, Synergy_Loewe=-5.87, Synergy_HSA=-5.43. (2) Drug 1: CC1CCC2CC(C(=CC=CC=CC(CC(C(=O)C(C(C(=CC(C(=O)CC(OC(=O)C3CCCCN3C(=O)C(=O)C1(O2)O)C(C)CC4CCC(C(C4)OC)OCCO)C)C)O)OC)C)C)C)OC. Drug 2: CC12CCC3C(C1CCC2OP(=O)(O)O)CCC4=C3C=CC(=C4)OC(=O)N(CCCl)CCCl.[Na+]. Cell line: MDA-MB-435. Synergy scores: CSS=11.4, Synergy_ZIP=-1.06, Synergy_Bliss=7.56, Synergy_Loewe=-3.61, Synergy_HSA=2.11. (3) Drug 1: CC1=CC2C(CCC3(C2CCC3(C(=O)C)OC(=O)C)C)C4(C1=CC(=O)CC4)C. Drug 2: C1=C(C(=O)NC(=O)N1)F. Cell line: MDA-MB-435. Synergy scores: CSS=18.8, Synergy_ZIP=-6.62, Synergy_Bliss=-7.74, Synergy_Loewe=-18.3, Synergy_HSA=-11.2. (4) Drug 1: CC1=CC=C(C=C1)C2=CC(=NN2C3=CC=C(C=C3)S(=O)(=O)N)C(F)(F)F. Drug 2: C1=NC2=C(N=C(N=C2N1C3C(C(C(O3)CO)O)F)Cl)N. Cell line: A549. Synergy scores: CSS=0.0945, Synergy_ZIP=0.800, Synergy_Bliss=2.39, Synergy_Loewe=-6.69, Synergy_HSA=-3.17. (5) Drug 1: C1=CC(=C2C(=C1NCCNCCO)C(=O)C3=C(C=CC(=C3C2=O)O)O)NCCNCCO. Drug 2: C(CN)CNCCSP(=O)(O)O. Cell line: HCC-2998. Synergy scores: CSS=28.4, Synergy_ZIP=3.92, Synergy_Bliss=4.69, Synergy_Loewe=-12.3, Synergy_HSA=3.91. (6) Drug 1: CCC1=CC2CC(C3=C(CN(C2)C1)C4=CC=CC=C4N3)(C5=C(C=C6C(=C5)C78CCN9C7C(C=CC9)(C(C(C8N6C)(C(=O)OC)O)OC(=O)C)CC)OC)C(=O)OC.C(C(C(=O)O)O)(C(=O)O)O. Cell line: PC-3. Drug 2: C1=NC2=C(N=C(N=C2N1C3C(C(C(O3)CO)O)O)F)N. Synergy scores: CSS=26.7, Synergy_ZIP=-6.50, Synergy_Bliss=-6.44, Synergy_Loewe=-11.3, Synergy_HSA=-5.07. (7) Drug 1: CC(CN1CC(=O)NC(=O)C1)N2CC(=O)NC(=O)C2. Drug 2: C(=O)(N)NO. Cell line: SF-295. Synergy scores: CSS=32.1, Synergy_ZIP=-8.14, Synergy_Bliss=0.551, Synergy_Loewe=-1.43, Synergy_HSA=3.54. (8) Drug 1: CCCCCOC(=O)NC1=NC(=O)N(C=C1F)C2C(C(C(O2)C)O)O. Drug 2: C1=NC(=NC(=O)N1C2C(C(C(O2)CO)O)O)N. Cell line: UACC62. Synergy scores: CSS=44.5, Synergy_ZIP=-4.62, Synergy_Bliss=-6.24, Synergy_Loewe=-27.0, Synergy_HSA=-2.76. (9) Drug 1: C1=CC(=C2C(=C1NCCNCCO)C(=O)C3=C(C=CC(=C3C2=O)O)O)NCCNCCO. Drug 2: CC1=C(C(=O)C2=C(C1=O)N3CC4C(C3(C2COC(=O)N)OC)N4)N. Cell line: SK-MEL-2. Synergy scores: CSS=70.0, Synergy_ZIP=-5.39, Synergy_Bliss=-5.24, Synergy_Loewe=-3.30, Synergy_HSA=0.0949. (10) Cell line: COLO 205. Synergy scores: CSS=21.2, Synergy_ZIP=-4.71, Synergy_Bliss=-2.22, Synergy_Loewe=-18.3, Synergy_HSA=-2.03. Drug 2: C1CC(=O)NC(=O)C1N2C(=O)C3=CC=CC=C3C2=O. Drug 1: CC1=C(N=C(N=C1N)C(CC(=O)N)NCC(C(=O)N)N)C(=O)NC(C(C2=CN=CN2)OC3C(C(C(C(O3)CO)O)O)OC4C(C(C(C(O4)CO)O)OC(=O)N)O)C(=O)NC(C)C(C(C)C(=O)NC(C(C)O)C(=O)NCCC5=NC(=CS5)C6=NC(=CS6)C(=O)NCCC[S+](C)C)O.